Dataset: Blood-brain barrier permeability regression values from the B3DB database. Task: Regression/Classification. Given a drug SMILES string, predict its absorption, distribution, metabolism, or excretion properties. Task type varies by dataset: regression for continuous measurements (e.g., permeability, clearance, half-life) or binary classification for categorical outcomes (e.g., BBB penetration, CYP inhibition). For this dataset (b3db_regression), we predict Y. The compound is CC(C)(C)C1=NC2=C(S1)C=C(C(=C2)CNC3CCCNC3C4=CC=CC=C4)OC. The Y is 0.850 log(BB ratio).